Dataset: NCI-60 drug combinations with 297,098 pairs across 59 cell lines. Task: Regression. Given two drug SMILES strings and cell line genomic features, predict the synergy score measuring deviation from expected non-interaction effect. Drug 1: C1CCC(C1)C(CC#N)N2C=C(C=N2)C3=C4C=CNC4=NC=N3. Drug 2: CC1=CC=C(C=C1)C2=CC(=NN2C3=CC=C(C=C3)S(=O)(=O)N)C(F)(F)F. Cell line: OVCAR3. Synergy scores: CSS=-0.404, Synergy_ZIP=0.637, Synergy_Bliss=0.302, Synergy_Loewe=-3.62, Synergy_HSA=-3.71.